Dataset: Catalyst prediction with 721,799 reactions and 888 catalyst types from USPTO. Task: Predict which catalyst facilitates the given reaction. (1) Reactant: [Cl:1][C:2]1[CH:3]=[C:4]([N+:16]([O-])=O)[CH:5]=[CH:6][C:7]=1[O:8][CH2:9][C:10]1[CH:15]=[CH:14][CH:13]=[CH:12][N:11]=1. The catalyst class is: 465. Product: [Cl:1][C:2]1[CH:3]=[C:4]([NH2:16])[CH:5]=[CH:6][C:7]=1[O:8][CH2:9][C:10]1[CH:15]=[CH:14][CH:13]=[CH:12][N:11]=1. (2) Reactant: [O:1]1[CH2:6][CH2:5][N:4]([CH2:7][C:8]2[CH:13]=[CH:12][C:11]([CH2:14][OH:15])=[CH:10][CH:9]=2)[CH2:3][CH2:2]1.[H-].[Na+].[S:18](Cl)([C:21]1[CH:27]=[CH:26][C:24]([CH3:25])=[CH:23][CH:22]=1)(=[O:20])=[O:19]. Product: [CH3:25][C:24]1[CH:26]=[CH:27][C:21]([S:18]([O:15][CH2:14][C:11]2[CH:12]=[CH:13][C:8]([CH2:7][N:4]3[CH2:5][CH2:6][O:1][CH2:2][CH2:3]3)=[CH:9][CH:10]=2)(=[O:20])=[O:19])=[CH:22][CH:23]=1. The catalyst class is: 1. (3) Reactant: [C:1]([C:3]1[CH:8]=[CH:7][CH:6]=[C:5]([S:9][C:10]2[N:15]=[CH:14][CH:13]=[CH:12][N:11]=2)[N:4]=1)#[N:2].[C:16](OC)(=[O:24])[C:17]1[C:18](=[CH:20][CH:21]=[CH:22][CH:23]=1)[SH:19].C(N(CC)CC)C. Product: [N:11]1[CH:12]=[CH:13][CH:14]=[N:15][C:10]=1[S:9][C:5]1[N:4]=[C:3]([C:1]2[S:19][C:18]3[CH:20]=[CH:21][CH:22]=[CH:23][C:17]=3[C:16](=[O:24])[N:2]=2)[CH:8]=[CH:7][CH:6]=1. The catalyst class is: 11.